Dataset: Peptide-MHC class I binding affinity with 185,985 pairs from IEDB/IMGT. Task: Regression. Given a peptide amino acid sequence and an MHC pseudo amino acid sequence, predict their binding affinity value. This is MHC class I binding data. (1) The MHC is HLA-A68:01 with pseudo-sequence HLA-A68:01. The binding affinity (normalized) is 0.868. The peptide sequence is TLNHVLALK. (2) The peptide sequence is HWLKVWFEW. The MHC is HLA-A23:01 with pseudo-sequence HLA-A23:01. The binding affinity (normalized) is 0.557. (3) The peptide sequence is LMTGTLAVFL. The MHC is HLA-B08:01 with pseudo-sequence HLA-B08:01. The binding affinity (normalized) is 0.312.